Dataset: NCI-60 drug combinations with 297,098 pairs across 59 cell lines. Task: Regression. Given two drug SMILES strings and cell line genomic features, predict the synergy score measuring deviation from expected non-interaction effect. (1) Drug 1: CN1C2=C(C=C(C=C2)N(CCCl)CCCl)N=C1CCCC(=O)O.Cl. Drug 2: CC12CCC3C(C1CCC2O)C(CC4=C3C=CC(=C4)O)CCCCCCCCCS(=O)CCCC(C(F)(F)F)(F)F. Cell line: SR. Synergy scores: CSS=5.00, Synergy_ZIP=-2.45, Synergy_Bliss=-6.61, Synergy_Loewe=-3.41, Synergy_HSA=-5.87. (2) Drug 1: CC(CN1CC(=O)NC(=O)C1)N2CC(=O)NC(=O)C2. Drug 2: C1=CC=C(C=C1)NC(=O)CCCCCCC(=O)NO. Cell line: TK-10. Synergy scores: CSS=28.0, Synergy_ZIP=-7.23, Synergy_Bliss=0.0452, Synergy_Loewe=-6.02, Synergy_HSA=2.35. (3) Drug 1: C1=NC2=C(N1)C(=S)N=C(N2)N. Drug 2: CC(C1=C(C=CC(=C1Cl)F)Cl)OC2=C(N=CC(=C2)C3=CN(N=C3)C4CCNCC4)N. Cell line: SN12C. Synergy scores: CSS=19.5, Synergy_ZIP=-4.55, Synergy_Bliss=-4.56, Synergy_Loewe=-2.85, Synergy_HSA=-2.30. (4) Drug 1: CC1=C(C(=O)C2=C(C1=O)N3CC4C(C3(C2COC(=O)N)OC)N4)N. Drug 2: C(CCl)NC(=O)N(CCCl)N=O. Cell line: ACHN. Synergy scores: CSS=-0.0365, Synergy_ZIP=3.95, Synergy_Bliss=7.42, Synergy_Loewe=-0.753, Synergy_HSA=-0.0733. (5) Drug 1: C(=O)(N)NO. Drug 2: CC1C(C(CC(O1)OC2CC(CC3=C2C(=C4C(=C3O)C(=O)C5=CC=CC=C5C4=O)O)(C(=O)C)O)N)O. Cell line: OVCAR-4. Synergy scores: CSS=26.4, Synergy_ZIP=3.92, Synergy_Bliss=6.24, Synergy_Loewe=-36.7, Synergy_HSA=5.70. (6) Drug 1: C1=NC2=C(N=C(N=C2N1C3C(C(C(O3)CO)O)F)Cl)N. Drug 2: C1C(C(OC1N2C=NC3=C2NC=NCC3O)CO)O. Cell line: SNB-19. Synergy scores: CSS=38.1, Synergy_ZIP=3.65, Synergy_Bliss=2.23, Synergy_Loewe=-20.4, Synergy_HSA=3.09. (7) Synergy scores: CSS=34.5, Synergy_ZIP=0.715, Synergy_Bliss=1.87, Synergy_Loewe=-14.3, Synergy_HSA=0.627. Cell line: SK-OV-3. Drug 1: CCC1=CC2CC(C3=C(CN(C2)C1)C4=CC=CC=C4N3)(C5=C(C=C6C(=C5)C78CCN9C7C(C=CC9)(C(C(C8N6C)(C(=O)OC)O)OC(=O)C)CC)OC)C(=O)OC.C(C(C(=O)O)O)(C(=O)O)O. Drug 2: CC(C)CN1C=NC2=C1C3=CC=CC=C3N=C2N.